From a dataset of NCI-60 drug combinations with 297,098 pairs across 59 cell lines. Regression. Given two drug SMILES strings and cell line genomic features, predict the synergy score measuring deviation from expected non-interaction effect. (1) Drug 1: C(CCl)NC(=O)N(CCCl)N=O. Drug 2: CC12CCC3C(C1CCC2OP(=O)(O)O)CCC4=C3C=CC(=C4)OC(=O)N(CCCl)CCCl.[Na+]. Cell line: U251. Synergy scores: CSS=-2.46, Synergy_ZIP=-4.49, Synergy_Bliss=-9.33, Synergy_Loewe=-17.2, Synergy_HSA=-13.4. (2) Drug 2: C(CN)CNCCSP(=O)(O)O. Synergy scores: CSS=45.2, Synergy_ZIP=-0.408, Synergy_Bliss=-0.0111, Synergy_Loewe=-52.1, Synergy_HSA=-2.88. Drug 1: C1CCC(C(C1)N)N.C(=O)(C(=O)[O-])[O-].[Pt+4]. Cell line: SW-620. (3) Drug 1: CNC(=O)C1=CC=CC=C1SC2=CC3=C(C=C2)C(=NN3)C=CC4=CC=CC=N4. Drug 2: CC1=C(C=C(C=C1)NC2=NC=CC(=N2)N(C)C3=CC4=NN(C(=C4C=C3)C)C)S(=O)(=O)N.Cl. Cell line: IGROV1. Synergy scores: CSS=6.76, Synergy_ZIP=0.124, Synergy_Bliss=4.92, Synergy_Loewe=4.51, Synergy_HSA=4.65. (4) Drug 1: C1CC(=O)NC(=O)C1N2CC3=C(C2=O)C=CC=C3N. Drug 2: CC1=C(C=C(C=C1)NC(=O)C2=CC=C(C=C2)CN3CCN(CC3)C)NC4=NC=CC(=N4)C5=CN=CC=C5. Cell line: HCT-15. Synergy scores: CSS=10.9, Synergy_ZIP=-0.861, Synergy_Bliss=4.38, Synergy_Loewe=4.29, Synergy_HSA=4.31. (5) Drug 1: C1C(C(OC1N2C=C(C(=O)NC2=O)F)CO)O. Drug 2: CC(C)CN1C=NC2=C1C3=CC=CC=C3N=C2N. Cell line: OVCAR3. Synergy scores: CSS=10.5, Synergy_ZIP=-4.72, Synergy_Bliss=-5.68, Synergy_Loewe=-15.4, Synergy_HSA=-6.82. (6) Drug 1: C1CC(=O)NC(=O)C1N2CC3=C(C2=O)C=CC=C3N. Drug 2: CC1=C(N=C(N=C1N)C(CC(=O)N)NCC(C(=O)N)N)C(=O)NC(C(C2=CN=CN2)OC3C(C(C(C(O3)CO)O)O)OC4C(C(C(C(O4)CO)O)OC(=O)N)O)C(=O)NC(C)C(C(C)C(=O)NC(C(C)O)C(=O)NCCC5=NC(=CS5)C6=NC(=CS6)C(=O)NCCC[S+](C)C)O. Cell line: UACC-257. Synergy scores: CSS=7.72, Synergy_ZIP=2.76, Synergy_Bliss=6.45, Synergy_Loewe=2.07, Synergy_HSA=1.85. (7) Drug 1: CC1=C2C(C(=O)C3(C(CC4C(C3C(C(C2(C)C)(CC1OC(=O)C(C(C5=CC=CC=C5)NC(=O)OC(C)(C)C)O)O)OC(=O)C6=CC=CC=C6)(CO4)OC(=O)C)OC)C)OC. Drug 2: C1CN(CCN1C(=O)CCBr)C(=O)CCBr. Cell line: COLO 205. Synergy scores: CSS=43.2, Synergy_ZIP=-4.06, Synergy_Bliss=-4.16, Synergy_Loewe=-16.3, Synergy_HSA=-2.29. (8) Drug 1: C1CC(=O)NC(=O)C1N2CC3=C(C2=O)C=CC=C3N. Drug 2: C1CNP(=O)(OC1)N(CCCl)CCCl. Cell line: U251. Synergy scores: CSS=2.89, Synergy_ZIP=-2.26, Synergy_Bliss=-0.423, Synergy_Loewe=-2.93, Synergy_HSA=-2.33. (9) Drug 1: CCN(CC)CCNC(=O)C1=C(NC(=C1C)C=C2C3=C(C=CC(=C3)F)NC2=O)C. Drug 2: C#CCC(CC1=CN=C2C(=N1)C(=NC(=N2)N)N)C3=CC=C(C=C3)C(=O)NC(CCC(=O)O)C(=O)O. Cell line: MDA-MB-435. Synergy scores: CSS=44.3, Synergy_ZIP=-0.227, Synergy_Bliss=-3.14, Synergy_Loewe=-20.6, Synergy_HSA=-0.418.